Dataset: Peptide-MHC class I binding affinity with 185,985 pairs from IEDB/IMGT. Task: Regression. Given a peptide amino acid sequence and an MHC pseudo amino acid sequence, predict their binding affinity value. This is MHC class I binding data. The peptide sequence is STLNFNNLY. The MHC is HLA-B40:01 with pseudo-sequence HLA-B40:01. The binding affinity (normalized) is 0.